This data is from Peptide-MHC class II binding affinity with 134,281 pairs from IEDB. The task is: Regression. Given a peptide amino acid sequence and an MHC pseudo amino acid sequence, predict their binding affinity value. This is MHC class II binding data. (1) The peptide sequence is LPPWFPPMVEGAAAEGDDG. The MHC is DRB1_0301 with pseudo-sequence DRB1_0301. The binding affinity (normalized) is 0. (2) The peptide sequence is KINDKCPSTGEAHLA. The MHC is DRB1_0901 with pseudo-sequence DRB1_0901. The binding affinity (normalized) is 0. (3) The peptide sequence is HRCGSHLVEAL. The MHC is HLA-DQA10102-DQB10604 with pseudo-sequence HLA-DQA10102-DQB10604. The binding affinity (normalized) is 0. (4) The peptide sequence is NIVNMLHGVRDGLVR. The MHC is DRB1_0401 with pseudo-sequence DRB1_0401. The binding affinity (normalized) is 0. (5) The peptide sequence is EKKYFAATQFEWLAA. The MHC is HLA-DPA10103-DPB10401 with pseudo-sequence HLA-DPA10103-DPB10401. The binding affinity (normalized) is 1.00. (6) The peptide sequence is FGDYKTTICGKGLSATVTGG. The MHC is DRB1_1501 with pseudo-sequence DRB1_1501. The binding affinity (normalized) is 0.289. (7) The peptide sequence is HTMWHVTRGAFLVRNHHHHHH. The MHC is DRB1_0801 with pseudo-sequence DRB1_0801. The binding affinity (normalized) is 0.544.